Dataset: Forward reaction prediction with 1.9M reactions from USPTO patents (1976-2016). Task: Predict the product of the given reaction. (1) Given the reactants [Li]CCCC.[C:6]1([CH3:20])[CH:11]=[CH:10][CH:9]=[CH:8][C:7]=1[O:12][C:13]1[CH:18]=[CH:17][CH:16]=[CH:15][C:14]=1[F:19].CON(C)[C:24]([C@@H:26]1[CH2:31][CH2:30][CH2:29][N:28]([C:32]([O:34][C:35]([CH3:38])([CH3:37])[CH3:36])=[O:33])[CH2:27]1)=[O:25], predict the reaction product. The product is: [C:35]([O:34][C:32]([N:28]1[CH2:29][CH2:30][CH2:31][C@@H:26]([C:24](=[O:25])[C:15]2[CH:16]=[CH:17][CH:18]=[C:13]([O:12][C:7]3[CH:8]=[CH:9][CH:10]=[CH:11][C:6]=3[CH3:20])[C:14]=2[F:19])[CH2:27]1)=[O:33])([CH3:38])([CH3:37])[CH3:36]. (2) Given the reactants [CH:1]1[N:5]2[C:6]3[C:11]([CH:12]=[CH:13][C:4]2=[N:3][C:2]=1[CH:14]=[O:15])=[CH:10][CH:9]=[CH:8][CH:7]=3.[N+:16]([C:19]1[CH:37]=[CH:36][C:22]([CH2:23][O:24][C:25]([C:27]2[N:28]3[C@H:31]([S:32][CH:33]=2)[C@@H:30]([Br:34])[C:29]3=[O:35])=[O:26])=[CH:21][CH:20]=1)([O-:18])=[O:17].[Mg+2].[Br-].[Br-].[C:41](OC(=O)C)(=[O:43])[CH3:42], predict the reaction product. The product is: [N+:16]([C:19]1[CH:37]=[CH:36][C:22]([CH2:23][O:24][C:25]([C:27]2[N:28]3[C@H:31]([S:32][CH:33]=2)[C:30]([CH:14]([O:15][C:41](=[O:43])[CH3:42])[C:2]2[N:3]=[C:4]4[CH:13]=[CH:12][C:11]5[C:6](=[CH:7][CH:8]=[CH:9][CH:10]=5)[N:5]4[CH:1]=2)([Br:34])[C:29]3=[O:35])=[O:26])=[CH:21][CH:20]=1)([O-:18])=[O:17]. (3) Given the reactants C([O:5][C:6](=[O:34])[C:7]([S:10][C:11]1[S:12][CH:13]=[C:14]([CH2:16][CH2:17][N:18]([C:26]2[N:31]=[CH:30][C:29]([CH2:32][CH3:33])=[CH:28][N:27]=2)[CH2:19][CH2:20][CH2:21][CH2:22][CH2:23][CH2:24][CH3:25])[N:15]=1)([CH3:9])[CH3:8])(C)(C)C.FC(F)(F)C(O)=O, predict the reaction product. The product is: [CH2:32]([C:29]1[CH:30]=[N:31][C:26]([N:18]([CH2:19][CH2:20][CH2:21][CH2:22][CH2:23][CH2:24][CH3:25])[CH2:17][CH2:16][C:14]2[N:15]=[C:11]([S:10][C:7]([CH3:8])([CH3:9])[C:6]([OH:34])=[O:5])[S:12][CH:13]=2)=[N:27][CH:28]=1)[CH3:33]. (4) Given the reactants [CH3:1][O:2][C:3]([C:5]1[CH:15]=[C:14](B2OCC(C)(C)CO2)[C:8]2[O:9][C:10]([F:13])([F:12])[O:11][C:7]=2[CH:6]=1)=[O:4].Br[C:25]1[CH:30]=[CH:29][C:28]([O:31][CH3:32])=[C:27]([Cl:33])[CH:26]=1.C1(P(C2C=CC=CC=2)C2C=CC=CC=2)C=CC=CC=1.C([O-])([O-])=O.[K+].[K+], predict the reaction product. The product is: [CH3:1][O:2][C:3]([C:5]1[CH:15]=[C:14]([C:25]2[CH:30]=[CH:29][C:28]([O:31][CH3:32])=[C:27]([Cl:33])[CH:26]=2)[C:8]2[O:9][C:10]([F:12])([F:13])[O:11][C:7]=2[CH:6]=1)=[O:4]. (5) The product is: [CH2:19]([O:10][C:9](=[O:11])[C@H:8]([CH2:7][C:6]1[CH:5]=[CH:4][C:3]([NH2:13])=[CH:2][CH:1]=1)[NH2:12])[CH3:20]. Given the reactants [CH:1]1[C:6]([CH2:7][C@H:8]([NH2:12])[C:9]([OH:11])=[O:10])=[CH:5][CH:4]=[C:3]([NH2:13])[CH:2]=1.C(=O)(O)[O-].[Na+].[CH2:19](O)[CH3:20], predict the reaction product. (6) Given the reactants [OH:1][C:2]1[C:11]2[CH2:10][CH2:9][CH2:8][C:7](=[O:12])[C:6]=2[CH:5]=[C:4]([O:13][S:14]([C:17]([F:20])([F:19])[F:18])(=[O:16])=[O:15])[CH:3]=1.C(=O)([O-])[O-].[Cs+].[Cs+].Br[CH2:28][C:29]([O:31][C:32]([CH3:35])([CH3:34])[CH3:33])=[O:30], predict the reaction product. The product is: [C:32]([O:31][C:29](=[O:30])[CH2:28][O:1][C:2]1[C:11]2[CH2:10][CH2:9][CH2:8][C:7](=[O:12])[C:6]=2[CH:5]=[C:4]([O:13][S:14]([C:17]([F:20])([F:18])[F:19])(=[O:16])=[O:15])[CH:3]=1)([CH3:35])([CH3:34])[CH3:33]. (7) Given the reactants [CH2:1]1[C:9]2[C:4](=[CH:5][CH:6]=[CH:7][CH:8]=2)[CH:3]=[C:2]1[B:10]([N:12]([CH:16]([CH3:18])[CH3:17])[CH:13]([CH3:15])[CH3:14])Cl, predict the reaction product. The product is: [CH2:1]1[C:9]2[C:4](=[CH:5][CH:6]=[CH:7][CH:8]=2)[CH:3]=[C:2]1[B:10]([C:2]1[CH2:1][C:9]2[C:4]([CH:3]=1)=[CH:5][CH:6]=[CH:7][CH:8]=2)[N:12]([CH:16]([CH3:18])[CH3:17])[CH:13]([CH3:15])[CH3:14]. (8) The product is: [Cl:1][C:2]1[C:3]([F:42])=[C:4]([C@@H:8]2[C@:12]([C:15]3[CH:20]=[CH:19][C:18]([Cl:21])=[CH:17][C:16]=3[F:22])([C:13]#[N:14])[C@H:11]([CH2:23][C:24]([CH3:26])([CH3:27])[CH3:25])[NH:10][C@H:9]2[C:28]([NH:30][C:31]2[CH:39]=[CH:38][C:34]([C:35]([O:37][CH2:45][CH2:44][I:43])=[O:36])=[CH:33][C:32]=2[O:40][CH3:41])=[O:29])[CH:5]=[CH:6][CH:7]=1. Given the reactants [Cl:1][C:2]1[C:3]([F:42])=[C:4]([C@@H:8]2[C@:12]([C:15]3[CH:20]=[CH:19][C:18]([Cl:21])=[CH:17][C:16]=3[F:22])([C:13]#[N:14])[C@H:11]([CH2:23][C:24]([CH3:27])([CH3:26])[CH3:25])[NH:10][C@H:9]2[C:28]([NH:30][C:31]2[CH:39]=[CH:38][C:34]([C:35]([OH:37])=[O:36])=[CH:33][C:32]=2[O:40][CH3:41])=[O:29])[CH:5]=[CH:6][CH:7]=1.[I:43][CH:44](O)[CH3:45].O=C1N(P(Cl)(N2CCOC2=O)=O)CCO1.C(N(CC)CC)C, predict the reaction product. (9) Given the reactants [ClH:1].[N:2]12[CH2:11][CH:6]3[CH2:7][CH:8]([CH2:10][CH:4]([C@H:5]3[NH2:12])[CH2:3]1)[CH2:9]2.[CH3:13][C:14]1[S:15][CH:16]=[C:17]([C:19]2[S:23][C:22]([C:24](O)=[O:25])=[CH:21][CH:20]=2)[N:18]=1.N, predict the reaction product. The product is: [ClH:1].[N:2]12[CH2:11][CH:6]3[CH2:7][CH:8]([CH2:10][CH:4]([C@H:5]3[NH:12][C:24]([C:22]3[S:23][C:19]([C:17]4[N:18]=[C:14]([CH3:13])[S:15][CH:16]=4)=[CH:20][CH:21]=3)=[O:25])[CH2:3]1)[CH2:9]2.